The task is: Predict the product of the given reaction.. This data is from Forward reaction prediction with 1.9M reactions from USPTO patents (1976-2016). (1) Given the reactants [OH:1][CH2:2][C@@H:3]1[C@H:8]([CH3:9])[CH2:7][CH2:6][CH2:5][N:4]1[C:10]([C:12]1[CH:17]=[C:16]([CH3:18])[CH:15]=[CH:14][C:13]=1N1N=CC=N1)=[O:11].CC1C=C[C:28]([N:34]2[CH:38]=[CH:37][C:36](C)=[N:35]2)=C(C=1)C(O)=O, predict the reaction product. The product is: [OH:1][CH2:2][C@@H:3]1[C@H:8]([CH3:9])[CH2:7][CH2:6][CH2:5][N:4]1[C:10]([C:12]1[CH:17]=[C:16]([CH3:18])[CH:15]=[CH:14][C:13]=1[C:37]1[CH:36]=[N:35][N:34]([CH3:28])[CH:38]=1)=[O:11]. (2) Given the reactants Br[C:2]1[N:6]2[N:7]=[C:8]([NH:11][CH2:12][CH2:13][CH2:14][C:15]3[CH:20]=[CH:19][CH:18]=[CH:17][CH:16]=3)[CH:9]=[CH:10][C:5]2=[N:4][CH:3]=1.Cl.[NH2:22][CH2:23][C:24]1[CH:29]=[CH:28][C:27](B(O)O)=[CH:26][CH:25]=1.C([O-])([O-])=O.[K+].[K+], predict the reaction product. The product is: [NH2:22][CH2:23][C:24]1[CH:29]=[CH:28][C:27]([C:2]2[N:6]3[N:7]=[C:8]([NH:11][CH2:12][CH2:13][CH2:14][C:15]4[CH:20]=[CH:19][CH:18]=[CH:17][CH:16]=4)[CH:9]=[CH:10][C:5]3=[N:4][CH:3]=2)=[CH:26][CH:25]=1. (3) Given the reactants [OH:1][CH2:2][C:3]1[C:4]([C:8]2[CH:15]=[CH:14][C:11]([C:12]#[N:13])=[CH:10][CH:9]=2)=[N:5][S:6][N:7]=1, predict the reaction product. The product is: [CH:2]([C:3]1[C:4]([C:8]2[CH:15]=[CH:14][C:11]([C:12]#[N:13])=[CH:10][CH:9]=2)=[N:5][S:6][N:7]=1)=[O:1]. (4) Given the reactants [H-].C([Al+]CC(C)C)C(C)C.C([O:13][C:14]([C:16]1[S:20][CH:19]=[N:18][C:17]=1[CH:21]([CH3:23])[CH3:22])=O)C.C(C(C(C([O-])=O)O)O)([O-])=O.[Na+].[K+], predict the reaction product. The product is: [CH3:22][CH:21]([C:17]1[N:18]=[CH:19][S:20][C:16]=1[CH2:14][OH:13])[CH3:23]. (5) Given the reactants [F:1][C:2]1[CH:7]=[CH:6][C:5]([O:8][CH3:9])=[CH:4][C:3]=1[C:10]1[C:19]([OH:20])=[CH:18][C:13]([C:14]([O:16][CH3:17])=[O:15])=[CH:12][N:11]=1.Br[CH2:22][CH:23]1[CH2:28][CH2:27][O:26][C:25]([CH3:30])([CH3:29])[CH2:24]1.C(=O)([O-])[O-].[K+].[K+].O, predict the reaction product. The product is: [CH3:29][C:25]1([CH3:30])[CH2:24][CH:23]([CH2:22][O:20][C:19]2[C:10]([C:3]3[CH:4]=[C:5]([O:8][CH3:9])[CH:6]=[CH:7][C:2]=3[F:1])=[N:11][CH:12]=[C:13]([CH:18]=2)[C:14]([O:16][CH3:17])=[O:15])[CH2:28][CH2:27][O:26]1.